This data is from Full USPTO retrosynthesis dataset with 1.9M reactions from patents (1976-2016). The task is: Predict the reactants needed to synthesize the given product. (1) The reactants are: ClC1C=C(C=C(C(O)(C)C)C=1)C=O.C(O)(=O)CC(O)=O.C([O-])(=O)C.[NH4+:25].[Cl:26][C:27]1[CH:28]=[C:29]([CH:37]=[CH:38][C:39]([OH:41])=[O:40])[CH:30]=[C:31]([C:33]([OH:36])([CH3:35])[CH3:34])[CH:32]=1. Given the product [NH2:25][CH:37]([C:29]1[CH:30]=[C:31]([C:33]([OH:36])([CH3:35])[CH3:34])[CH:32]=[C:27]([Cl:26])[CH:28]=1)[CH2:38][C:39]([OH:41])=[O:40], predict the reactants needed to synthesize it. (2) Given the product [Cl:11][C:7]1[C:6]2[N:12]([C@@H:13]3[CH2:17][CH2:16][N:15]([C:18]([O:20][C:21]([CH3:24])([CH3:23])[CH3:22])=[O:19])[CH2:14]3)[C:1]([CH3:2])=[N:4][C:5]=2[CH:10]=[CH:9][CH:8]=1, predict the reactants needed to synthesize it. The reactants are: [C:1]([NH:4][C:5]1[CH:10]=[CH:9][CH:8]=[C:7]([Cl:11])[C:6]=1[NH:12][C@@H:13]1[CH2:17][CH2:16][N:15]([C:18]([O:20][C:21]([CH3:24])([CH3:23])[CH3:22])=[O:19])[CH2:14]1)(=O)[CH3:2]. (3) Given the product [CH3:19][C:18]([NH:7][C:6]1[CH:8]=[CH:9][C:3]([C:2]([F:10])([F:11])[F:1])=[CH:4][CH:5]=1)=[O:20], predict the reactants needed to synthesize it. The reactants are: [F:1][C:2]([F:11])([F:10])[C:3]1[CH:9]=[CH:8][C:6]([NH2:7])=[CH:5][CH:4]=1.N1C=CC=CC=1.[C:18](OC(=O)C)(=[O:20])[CH3:19]. (4) Given the product [F:16][C:13]([F:14])([F:15])[C:9]1[CH:8]=[C:7]([N:6]2[C:2]([NH2:1])=[CH:3][CH:4]=[N:5]2)[CH:12]=[CH:11][CH:10]=1, predict the reactants needed to synthesize it. The reactants are: [NH2:1][C:2]1[N:6]([C:7]2[CH:12]=[CH:11][CH:10]=[C:9]([C:13]([F:16])([F:15])[F:14])[CH:8]=2)[N:5]=[CH:4][C:3]=1C(OCC)=O.Cl. (5) The reactants are: [CH:1]1([CH2:7][N:8]2[CH2:13][CH2:12][CH2:11][C@H:10]([CH2:14][NH:15][C:16]([C@H:18]3[CH2:22][CH2:21][CH2:20][N:19]3[C:23]([C@@H:25]3[CH2:29][C@@H:28](OS(C)(=O)=O)[CH2:27][N:26]3[C:35](=[O:56])[CH2:36][C:37]([C:50]3[CH:55]=[CH:54][CH:53]=[CH:52][CH:51]=3)([C:44]3[CH:49]=[CH:48][CH:47]=[CH:46][CH:45]=3)[C:38]3[CH:43]=[CH:42][CH:41]=[CH:40][CH:39]=3)=[O:24])=[O:17])[CH2:9]2)[CH2:6][CH2:5][CH2:4][CH2:3][CH2:2]1.[N-:57]=[N+:58]=[N-:59].[Na+]. Given the product [N:57]([C@@H:28]1[CH2:27][N:26]([C:35](=[O:56])[CH2:36][C:37]([C:50]2[CH:51]=[CH:52][CH:53]=[CH:54][CH:55]=2)([C:44]2[CH:45]=[CH:46][CH:47]=[CH:48][CH:49]=2)[C:38]2[CH:43]=[CH:42][CH:41]=[CH:40][CH:39]=2)[C@H:25]([C:23]([N:19]2[CH2:20][CH2:21][CH2:22][C@@H:18]2[C:16]([NH:15][CH2:14][C@H:10]2[CH2:11][CH2:12][CH2:13][N:8]([CH2:7][CH:1]3[CH2:6][CH2:5][CH2:4][CH2:3][CH2:2]3)[CH2:9]2)=[O:17])=[O:24])[CH2:29]1)=[N+:58]=[N-:59], predict the reactants needed to synthesize it. (6) Given the product [C:11]1([CH3:16])[CH:12]=[C:13]([CH3:15])[CH:14]=[C:9]([CH3:8])[C:10]=1[S:17]([N:42]1[CH2:43][CH2:44][CH2:45][CH2:46][CH:41]1[CH2:40][O:39][CH2:38][C:37]([N:34]1[CH2:33][CH2:32][N:31]([CH:28]2[CH2:29][CH2:30][N:25]([CH3:24])[CH2:26][CH2:27]2)[CH2:36][CH2:35]1)=[O:47])(=[O:19])=[O:18], predict the reactants needed to synthesize it. The reactants are: C(N(CC)CC)C.[CH3:8][C:9]1[CH:14]=[C:13]([CH3:15])[CH:12]=[C:11]([CH3:16])[C:10]=1[S:17](Cl)(=[O:19])=[O:18].Cl.Cl.Cl.[CH3:24][N:25]1[CH2:30][CH2:29][CH:28]([N:31]2[CH2:36][CH2:35][N:34]([C:37](=[O:47])[CH2:38][O:39][CH2:40][CH:41]3[CH2:46][CH2:45][CH2:44][CH2:43][NH:42]3)[CH2:33][CH2:32]2)[CH2:27][CH2:26]1.C(=O)([O-])O.[Na+].